The task is: Regression/Classification. Given a drug SMILES string, predict its absorption, distribution, metabolism, or excretion properties. Task type varies by dataset: regression for continuous measurements (e.g., permeability, clearance, half-life) or binary classification for categorical outcomes (e.g., BBB penetration, CYP inhibition). Dataset: bbb_martins.. This data is from Blood-brain barrier penetration binary classification data from Martins et al.. (1) The drug is CC(CN(C)C)CN1c2ccccc2CCc2ccccc21. The result is 1 (penetrates BBB). (2) The compound is CCCCCCCCCCCCCCCCCC(=O)OCC(=O)OCC(=O)[C@@]1(O)CC[C@H]2[C@@H]3CCC4=CC(=O)C=C[C@]4(C)[C@H]3[C@@H](O)C[C@@]21C. The result is 1 (penetrates BBB). (3) The compound is NC(=O)CN1CC(O)CC1=O. The result is 1 (penetrates BBB). (4) The molecule is O=C1COC(N2CCN=C(c3ccccc3Cl)c3cc(Cl)ccc32)=N1. The result is 1 (penetrates BBB). (5) The drug is CN1CC[C@@]2(C)c3cc(OC(=O)N4CCc5ccccc5C4)ccc3N(C)[C@@H]12. The result is 1 (penetrates BBB).